Predict the product of the given reaction. From a dataset of Forward reaction prediction with 1.9M reactions from USPTO patents (1976-2016). (1) Given the reactants [C:1]([O:5][C:6]1[CH:11]=[C:10]([CH:12]([CH3:14])[CH3:13])[C:9]([O:15][C:16]2[CH:21]=[CH:20][C:19]([N+:22]([O-])=O)=[C:18]([OH:25])[CH:17]=2)=[C:8]([CH:26]([CH3:28])[CH3:27])[C:7]=1[CH3:29])(=[O:4])[CH2:2][CH3:3].[H][H], predict the reaction product. The product is: [C:1]([O:5][C:6]1[CH:11]=[C:10]([CH:12]([CH3:13])[CH3:14])[C:9]([O:15][C:16]2[CH:21]=[CH:20][C:19]([NH2:22])=[C:18]([OH:25])[CH:17]=2)=[C:8]([CH:26]([CH3:28])[CH3:27])[C:7]=1[CH3:29])(=[O:4])[CH2:2][CH3:3]. (2) Given the reactants [CH3:1][O:2][C:3]1[C:4]([O:30][CH3:31])=[CH:5][C:6]2[C:15]3[C:10](=[C:11]4[CH:19]=[C:18]5[O:20][CH2:21][O:22][C:17]5=[CH:16][C:12]4=[N:13][CH:14]=3)[N:9]([CH2:23][CH2:24][N:25]([CH3:27])[CH3:26])[C:8](=O)[C:7]=2[CH:29]=1.[H-].[H-].[H-].[H-].[Li+].[Al+3], predict the reaction product. The product is: [CH3:1][O:2][C:3]1[C:4]([O:30][CH3:31])=[CH:5][C:6]2[C:15]3[C:10](=[C:11]4[CH:19]=[C:18]5[O:20][CH2:21][O:22][C:17]5=[CH:16][C:12]4=[N:13][CH:14]=3)[N:9]([CH2:23][CH2:24][N:25]([CH3:26])[CH3:27])[CH2:8][C:7]=2[CH:29]=1.